This data is from Reaction yield outcomes from USPTO patents with 853,638 reactions. The task is: Predict the reaction yield, written as a fraction of the theoretical maximum amount of product (1.0 means a 100% yield; for example, 0.34 means a 34% yield). (1) The reactants are [CH2:1]([C:3]([C:21]1[CH:26]=[CH:25][C:24]([OH:27])=[C:23]([CH3:28])[CH:22]=1)([C:6]1[CH:11]=[CH:10][C:9]([CH2:12][CH2:13][CH:14]([OH:19])[C:15]([CH3:18])([CH3:17])[CH3:16])=[C:8]([CH3:20])[CH:7]=1)[CH2:4][CH3:5])[CH3:2].[O:29]=[C:30]1[NH:34][C@H:33]([CH2:35]OS(C2C=CC(C)=CC=2)(=O)=O)[CH2:32][CH2:31]1. No catalyst specified. The product is [CH2:1]([C:3]([C:21]1[CH:26]=[CH:25][C:24]([O:27][CH2:35][C@H:33]2[NH:34][C:30](=[O:29])[CH2:31][CH2:32]2)=[C:23]([CH3:28])[CH:22]=1)([C:6]1[CH:11]=[CH:10][C:9]([CH2:12][CH2:13][CH:14]([OH:19])[C:15]([CH3:17])([CH3:18])[CH3:16])=[C:8]([CH3:20])[CH:7]=1)[CH2:4][CH3:5])[CH3:2]. The yield is 0.530. (2) The reactants are [N:1]1[CH:6]=[CH:5][CH:4]=[CH:3][C:2]=1[N:7]1[CH2:12][CH2:11][NH:10][CH2:9][CH2:8]1.[CH3:13][C:14]1[CH:19]=[CH:18][CH:17]=[CH:16][C:15]=1[NH:20][C:21](=[O:24])[CH2:22]Cl.C(=O)([O-])[O-].[Na+].[Na+]. The catalyst is CN(C)C=O.O. The product is [CH3:13][C:14]1[CH:19]=[CH:18][CH:17]=[CH:16][C:15]=1[NH:20][C:21](=[O:24])[CH2:22][N:10]1[CH2:9][CH2:8][N:7]([C:2]2[CH:3]=[CH:4][CH:5]=[CH:6][N:1]=2)[CH2:12][CH2:11]1. The yield is 0.630. (3) The reactants are [NH:1]1[CH2:5][CH2:4][CH2:3][CH2:2]1.[OH-].[Na+].Br[CH2:9][CH2:10][CH2:11][Cl:12]. The catalyst is CC(C)=O. The product is [Cl:12][CH2:11][CH2:10][CH2:9][N:1]1[CH2:5][CH2:4][CH2:3][CH2:2]1. The yield is 0.570.